Dataset: Catalyst prediction with 721,799 reactions and 888 catalyst types from USPTO. Task: Predict which catalyst facilitates the given reaction. (1) Reactant: Cl[C:2]1[CH:11]=[CH:10][C:9]2[C:4](=[CH:5][CH:6]=[C:7]([O:12][CH3:13])[CH:8]=2)[N:3]=1.[NH:14]1[CH2:20][CH2:19][CH2:18][NH:17][CH2:16][CH2:15]1.C(=O)(O)[O-].[Na+]. Product: [NH:14]1[CH2:20][CH2:19][CH2:18][NH:17][CH2:16][CH:15]1[C:2]1[CH:11]=[CH:10][C:9]2[C:4](=[CH:5][CH:6]=[C:7]([O:12][CH3:13])[CH:8]=2)[N:3]=1. The catalyst class is: 9. (2) Reactant: Cl[CH2:2][C:3]([N:5]1[C@@H:9]([C:10]#[CH:11])[CH2:8][CH2:7][C@H:6]1[C:12]#[N:13])=[O:4].[C:14]([NH2:19])([CH2:17][CH3:18])([CH3:16])[CH3:15]. Product: [CH3:15][C:14]([NH:19][CH2:2][C:3]([N:5]1[C@@H:9]([C:10]#[CH:11])[CH2:8][CH2:7][C@H:6]1[C:12]#[N:13])=[O:4])([CH3:16])[CH2:17][CH3:18]. The catalyst class is: 10. (3) Reactant: [F:1][C:2]1[CH:20]=[CH:19][C:5]([CH2:6][O:7][C:8]2[CH:13]=[CH:12][C:11]([CH:14]=[CH:15][C:16](O)=[O:17])=[CH:10][CH:9]=2)=[CH:4][CH:3]=1.C(N1C=CN=C1)(N1C=CN=C1)=O.N1C=CN=C1.[H-].[Na+].[NH2:40][C:41]1[S:42][S:43][C:44](=[S:46])[N:45]=1. Product: [F:1][C:2]1[CH:20]=[CH:19][C:5]([CH2:6][O:7][C:8]2[CH:13]=[CH:12][C:11]([CH:14]=[CH:15][C:16]([NH:40][C:41]3[S:42][S:43][C:44](=[S:46])[N:45]=3)=[O:17])=[CH:10][CH:9]=2)=[CH:4][CH:3]=1. The catalyst class is: 30. (4) Reactant: [C:1]1([CH:7]([C:18]2[CH:23]=[CH:22][CH:21]=[CH:20][CH:19]=2)[N:8](C2C=CC=CC=2)[C:9](=[O:11])[O-])[CH:6]=[CH:5][CH:4]=[CH:3][CH:2]=1.[CH2:24]([NH:27][C:28]1[N:33]=[C:32]([NH:34][CH2:35][CH:36]=[CH2:37])[N:31]=[C:30]([N:38]2[CH2:43][CH2:42][NH:41][CH2:40][CH2:39]2)[N:29]=1)[CH:25]=[CH2:26].C1CCN2C(=NCCC2)CC1. Product: [C:18]1([CH:7]([NH:8][C:9]([N:41]2[CH2:40][CH2:39][N:38]([C:30]3[N:29]=[C:28]([NH:27][CH2:24][CH:25]=[CH2:26])[N:33]=[C:32]([NH:34][CH2:35][CH:36]=[CH2:37])[N:31]=3)[CH2:43][CH2:42]2)=[O:11])[C:1]2[CH:2]=[CH:3][CH:4]=[CH:5][CH:6]=2)[CH:19]=[CH:20][CH:21]=[CH:22][CH:23]=1. The catalyst class is: 1. (5) Reactant: [N:1]1[NH:2][C:3]([NH2:6])=[CH:4][CH:5]=1.[Cl:7][C:8]1[CH:9]=[C:10]([C:15](=O)[CH2:16][C:17](=O)[C:18]([F:21])([F:20])[F:19])[CH:11]=[CH:12][C:13]=1[Cl:14]. Product: [Cl:7][C:8]1[CH:9]=[C:10]([C:15]2[CH:16]=[C:17]([C:18]([F:21])([F:19])[F:20])[N:2]3[N:1]=[CH:5][CH:4]=[C:3]3[N:6]=2)[CH:11]=[CH:12][C:13]=1[Cl:14]. The catalyst class is: 15. (6) Reactant: [Cl:1][CH2:2][CH2:3][O:4][C:5]1[CH:6]=[C:7]([F:27])[CH:8]=[C:9]2[C:13]=1[NH:12][N:11]=[C:10]2[S:14]([C:17]1[C:26]2[C:21](=[CH:22][CH:23]=[CH:24][CH:25]=2)[CH:20]=[CH:19][CH:18]=1)(=[O:16])=[O:15].[Cl:28][C:29]1[CH:30]=[C:31]([CH:34]=[CH:35][CH:36]=1)[CH2:32]Br.C(=O)([O-])[O-].[Cs+].[Cs+]. The catalyst class is: 18. Product: [Cl:28][C:29]1[CH:30]=[C:31]([CH:34]=[CH:35][CH:36]=1)[CH2:32][N:12]1[C:13]2[C:9](=[CH:8][C:7]([F:27])=[CH:6][C:5]=2[O:4][CH2:3][CH2:2][Cl:1])[C:10]([S:14]([C:17]2[C:26]3[C:21](=[CH:22][CH:23]=[CH:24][CH:25]=3)[CH:20]=[CH:19][CH:18]=2)(=[O:16])=[O:15])=[N:11]1.